The task is: Regression/Classification. Given a drug SMILES string, predict its absorption, distribution, metabolism, or excretion properties. Task type varies by dataset: regression for continuous measurements (e.g., permeability, clearance, half-life) or binary classification for categorical outcomes (e.g., BBB penetration, CYP inhibition). For this dataset (lipophilicity_astrazeneca), we predict Y.. This data is from Experimental lipophilicity measurements (octanol/water distribution) for 4,200 compounds from AstraZeneca. The Y is -0.210 logD. The compound is Oc1cc(-c2ccccc2)nc2ncnn12.